From a dataset of NCI-60 drug combinations with 297,098 pairs across 59 cell lines. Regression. Given two drug SMILES strings and cell line genomic features, predict the synergy score measuring deviation from expected non-interaction effect. (1) Drug 1: CC1CC2C3CCC4=CC(=O)C=CC4(C3(C(CC2(C1(C(=O)CO)O)C)O)F)C. Drug 2: CNC(=O)C1=NC=CC(=C1)OC2=CC=C(C=C2)NC(=O)NC3=CC(=C(C=C3)Cl)C(F)(F)F. Cell line: HT29. Synergy scores: CSS=55.3, Synergy_ZIP=0.798, Synergy_Bliss=0.261, Synergy_Loewe=-16.6, Synergy_HSA=0.00583. (2) Drug 1: COC1=NC(=NC2=C1N=CN2C3C(C(C(O3)CO)O)O)N. Drug 2: CN(C(=O)NC(C=O)C(C(C(CO)O)O)O)N=O. Cell line: SK-OV-3. Synergy scores: CSS=-6.30, Synergy_ZIP=4.24, Synergy_Bliss=-1.86, Synergy_Loewe=-10.1, Synergy_HSA=-10.8. (3) Drug 1: C1=CC=C(C(=C1)C(C2=CC=C(C=C2)Cl)C(Cl)Cl)Cl. Drug 2: C1=NC2=C(N1)C(=S)N=CN2. Cell line: A549. Synergy scores: CSS=26.6, Synergy_ZIP=-7.63, Synergy_Bliss=0.930, Synergy_Loewe=-27.6, Synergy_HSA=1.29. (4) Synergy scores: CSS=34.0, Synergy_ZIP=-13.6, Synergy_Bliss=-7.61, Synergy_Loewe=-15.8, Synergy_HSA=-6.52. Drug 2: CC(C)(C#N)C1=CC(=CC(=C1)CN2C=NC=N2)C(C)(C)C#N. Drug 1: C1=CC(=C2C(=C1NCCNCCO)C(=O)C3=C(C=CC(=C3C2=O)O)O)NCCNCCO. Cell line: IGROV1. (5) Drug 2: CC1=C(C(=O)C2=C(C1=O)N3CC4C(C3(C2COC(=O)N)OC)N4)N. Synergy scores: CSS=57.3, Synergy_ZIP=1.16, Synergy_Bliss=1.90, Synergy_Loewe=0.664, Synergy_HSA=3.86. Drug 1: CCC1=C2CN3C(=CC4=C(C3=O)COC(=O)C4(CC)O)C2=NC5=C1C=C(C=C5)O. Cell line: NCI-H460. (6) Drug 1: CCC1(CC2CC(C3=C(CCN(C2)C1)C4=CC=CC=C4N3)(C5=C(C=C6C(=C5)C78CCN9C7C(C=CC9)(C(C(C8N6C)(C(=O)OC)O)OC(=O)C)CC)OC)C(=O)OC)O. Drug 2: CC1CCC2CC(C(=CC=CC=CC(CC(C(=O)C(C(C(=CC(C(=O)CC(OC(=O)C3CCCCN3C(=O)C(=O)C1(O2)O)C(C)CC4CCC(C(C4)OC)OP(=O)(C)C)C)C)O)OC)C)C)C)OC. Cell line: HT29. Synergy scores: CSS=39.6, Synergy_ZIP=-4.04, Synergy_Bliss=-7.62, Synergy_Loewe=-6.87, Synergy_HSA=-5.81. (7) Drug 1: C#CCC(CC1=CN=C2C(=N1)C(=NC(=N2)N)N)C3=CC=C(C=C3)C(=O)NC(CCC(=O)O)C(=O)O. Drug 2: CN(CCCl)CCCl.Cl. Cell line: SF-295. Synergy scores: CSS=8.82, Synergy_ZIP=-2.86, Synergy_Bliss=1.32, Synergy_Loewe=0.863, Synergy_HSA=-0.972. (8) Drug 1: C1CCC(C1)C(CC#N)N2C=C(C=N2)C3=C4C=CNC4=NC=N3. Drug 2: CC1CCCC2(C(O2)CC(NC(=O)CC(C(C(=O)C(C1O)C)(C)C)O)C(=CC3=CSC(=N3)C)C)C. Cell line: SNB-19. Synergy scores: CSS=3.04, Synergy_ZIP=1.56, Synergy_Bliss=5.38, Synergy_Loewe=-0.612, Synergy_HSA=2.13. (9) Drug 1: C1=CN(C(=O)N=C1N)C2C(C(C(O2)CO)O)O.Cl. Drug 2: CNC(=O)C1=NC=CC(=C1)OC2=CC=C(C=C2)NC(=O)NC3=CC(=C(C=C3)Cl)C(F)(F)F. Cell line: BT-549. Synergy scores: CSS=27.3, Synergy_ZIP=-6.59, Synergy_Bliss=-1.98, Synergy_Loewe=-23.2, Synergy_HSA=-4.88. (10) Drug 1: CC1=C(C(=CC=C1)Cl)NC(=O)C2=CN=C(S2)NC3=CC(=NC(=N3)C)N4CCN(CC4)CCO. Drug 2: C1CN(P(=O)(OC1)NCCCl)CCCl. Cell line: UACC62. Synergy scores: CSS=9.20, Synergy_ZIP=-1.89, Synergy_Bliss=3.57, Synergy_Loewe=4.77, Synergy_HSA=4.75.